Dataset: Full USPTO retrosynthesis dataset with 1.9M reactions from patents (1976-2016). Task: Predict the reactants needed to synthesize the given product. (1) Given the product [C:44]([O:47][CH2:48][O:34][C:33]1[C:28]([C:27](=[O:37])[NH:26][C@H:12]2[CH2:11][O:10][CH2:9][C@H:8]([CH2:1][C:2]3[CH:3]=[CH:4][CH:5]=[CH:6][CH:7]=3)[C@@H:16]([CH2:17][C:18]3[CH:19]=[CH:20][CH:21]=[CH:22][CH:23]=3)[C@H:15]([CH3:24])[O:14][C:13]2=[O:25])=[N:29][CH:30]=[CH:31][C:32]=1[O:35][CH3:36])(=[O:46])[CH3:45], predict the reactants needed to synthesize it. The reactants are: [CH2:1]([C@@H:8]1[C@@H:16]([CH2:17][C:18]2[CH:23]=[CH:22][CH:21]=[CH:20][CH:19]=2)[C@H:15]([CH3:24])[O:14][C:13](=[O:25])[C@@H:12]([NH:26][C:27](=[O:37])[C:28]2[C:33]([OH:34])=[C:32]([O:35][CH3:36])[CH:31]=[CH:30][N:29]=2)[CH2:11][O:10][CH2:9]1)[C:2]1[CH:7]=[CH:6][CH:5]=[CH:4][CH:3]=1.C(=O)([O-])[O-].[K+].[K+].[C:44]([O:47][CH2:48]Br)(=[O:46])[CH3:45]. (2) Given the product [NH2:22][C:23]1[N:27]([C:28]2[CH:33]=[CH:32][CH:31]=[CH:30][CH:29]=2)[N:26]=[CH:25][C:24]=1[C:34]([NH:1][CH2:2][C@@:3]([OH:21])([C:4]([F:7])([F:6])[F:5])[CH2:8][C:9]([C:12]1[CH:17]=[C:16]([F:18])[CH:15]=[CH:14][C:13]=1[O:19][CH3:20])([CH3:11])[CH3:10])=[O:35], predict the reactants needed to synthesize it. The reactants are: [NH2:1][CH2:2][C@:3]([OH:21])([CH2:8][C:9]([C:12]1[CH:17]=[C:16]([F:18])[CH:15]=[CH:14][C:13]=1[O:19][CH3:20])([CH3:11])[CH3:10])[C:4]([F:7])([F:6])[F:5].[NH2:22][C:23]1[N:27]([C:28]2[CH:33]=[CH:32][CH:31]=[CH:30][CH:29]=2)[N:26]=[CH:25][C:24]=1[C:34](O)=[O:35]. (3) Given the product [Cl:16][C:11]1[CH:12]=[CH:13][CH:14]=[CH:15][C:10]=1[C@@H:8]([NH:7][C:5]1[S:6][C:2]([C:19]2[CH:26]=[CH:25][C:22]([C:23]#[N:24])=[CH:21][CH:20]=2)([CH3:1])[C:3](=[O:17])[N:4]=1)[CH3:9], predict the reactants needed to synthesize it. The reactants are: [CH3:1][CH:2]1[S:6][C:5]([NH:7][C@H:8]([C:10]2[CH:15]=[CH:14][CH:13]=[CH:12][C:11]=2[Cl:16])[CH3:9])=[N:4][C:3]1=[O:17].Br[C:19]1[CH:26]=[CH:25][C:22]([C:23]#[N:24])=[CH:21][CH:20]=1.CC1(C2C=CC(C#N)=CC=2)SC(N[C@H](C2C=CC=CC=2C(F)(F)F)C)=NC1=O. (4) Given the product [NH2:2][CH:3]1[C:11]2[C:10]([C:12]([OH:14])=[O:13])=[CH:9][CH:8]=[CH:7][C:6]=2[CH2:5][CH2:4]1, predict the reactants needed to synthesize it. The reactants are: O[N:2]=[C:3]1[C:11]2[C:10]([C:12]([OH:14])=[O:13])=[CH:9][CH:8]=[CH:7][C:6]=2[CH2:5][CH2:4]1. (5) Given the product [S:8]1[C:12]2[CH:13]=[CH:14][C:15]([NH:17][C:18]3[CH:30]=[C:29]([C:31]4[CH:36]=[CH:35][C:34]([NH:37][S:38]([CH3:41])(=[O:40])=[O:39])=[CH:33][CH:32]=4)[CH:28]=[CH:27][C:19]=3[C:20]([OH:22])=[O:21])=[CH:16][C:11]=2[CH:10]=[CH:9]1, predict the reactants needed to synthesize it. The reactants are: FC(F)(F)C(O)=O.[S:8]1[C:12]2[CH:13]=[CH:14][C:15]([NH:17][C:18]3[CH:30]=[C:29]([C:31]4[CH:36]=[CH:35][C:34]([NH:37][S:38]([CH3:41])(=[O:40])=[O:39])=[CH:33][CH:32]=4)[CH:28]=[CH:27][C:19]=3[C:20]([O:22]C(C)(C)C)=[O:21])=[CH:16][C:11]=2[CH:10]=[CH:9]1.